From a dataset of Full USPTO retrosynthesis dataset with 1.9M reactions from patents (1976-2016). Predict the reactants needed to synthesize the given product. (1) Given the product [CH:1]1([C:4]2[N:5]=[C:6]3[CH:11]=[CH:10][C:9]([NH:12][C:31](=[O:32])[C:28]4[CH:27]=[CH:26][C:25]([C:22]5[CH:21]=[CH:20][C:19]([O:18][CH3:17])=[CH:24][N:23]=5)=[CH:30][CH:29]=4)=[CH:8][N:7]3[C:15]=2[CH3:16])[CH2:3][CH2:2]1, predict the reactants needed to synthesize it. The reactants are: [CH:1]1([C:4]2[N:5]=[C:6]3[CH:11]=[CH:10][C:9]([N+:12]([O-])=O)=[CH:8][N:7]3[C:15]=2[CH3:16])[CH2:3][CH2:2]1.[CH3:17][O:18][C:19]1[CH:20]=[CH:21][C:22]([C:25]2[CH:30]=[CH:29][C:28]([C:31](O)=[O:32])=[CH:27][CH:26]=2)=[N:23][CH:24]=1. (2) Given the product [CH2:2]([O:9][C:10]1[C:11]([NH:17][C:18]2[S:19][CH:20]=[C:21]([CH3:23])[N:22]=2)=[N:12][CH:13]=[C:14]([S:38][CH2:31][C:32]2[CH:37]=[CH:36][CH:35]=[CH:34][CH:33]=2)[CH:15]=1)[C:3]1[CH:8]=[CH:7][CH:6]=[CH:5][CH:4]=1, predict the reactants needed to synthesize it. The reactants are: Cl.[CH2:2]([O:9][C:10]1[C:11]([NH:17][C:18]2[S:19][CH:20]=[C:21]([CH3:23])[N:22]=2)=[N:12][CH:13]=[C:14](Br)[CH:15]=1)[C:3]1[CH:8]=[CH:7][CH:6]=[CH:5][CH:4]=1.[Li]C.C([Li])CCC.[CH2:31]([S:38][S:38][CH2:31][C:32]1[CH:37]=[CH:36][CH:35]=[CH:34][CH:33]=1)[C:32]1[CH:37]=[CH:36][CH:35]=[CH:34][CH:33]=1. (3) The reactants are: FC(F)(F)S(O[C:7]1[CH:12]=[CH:11][CH:10]=[C:9]([S:13]([C:16]2([CH3:31])[CH2:21][CH2:20][O:19][CH:18]([C:22]3[CH:27]=[CH:26][C:25]([S:28][CH3:29])=[CH:24][C:23]=3[F:30])[CH2:17]2)(=[O:15])=[O:14])[CH:8]=1)(=O)=O.C(=O)([O-])[O-].[Cs+].[Cs+].[CH:40]1(B(O)O)[CH2:42][CH2:41]1.C(Cl)Cl. Given the product [CH:40]1([C:7]2[CH:8]=[C:9]([S:13]([C:16]3([CH3:31])[CH2:21][CH2:20][O:19][CH:18]([C:22]4[CH:27]=[CH:26][C:25]([S:28][CH3:29])=[CH:24][C:23]=4[F:30])[CH2:17]3)(=[O:14])=[O:15])[CH:10]=[CH:11][CH:12]=2)[CH2:42][CH2:41]1, predict the reactants needed to synthesize it. (4) Given the product [CH3:1][O:2][C:3](=[O:15])[CH2:4][C@H:5]1[C:9]2[CH:10]=[CH:11][C:12]([O:14][CH2:38][C:34]3[CH:33]=[C:32]([C:18]4[C:17]([CH3:16])=[CH:22][C:21]([O:23][CH2:24][CH2:25][CH2:26][S:27]([CH3:30])(=[O:29])=[O:28])=[CH:20][C:19]=4[CH3:31])[CH:37]=[CH:36][CH:35]=3)=[CH:13][C:8]=2[O:7][CH2:6]1, predict the reactants needed to synthesize it. The reactants are: [CH3:1][O:2][C:3](=[O:15])[CH2:4][C@H:5]1[C:9]2[CH:10]=[CH:11][C:12]([OH:14])=[CH:13][C:8]=2[O:7][CH2:6]1.[CH3:16][C:17]1[CH:22]=[C:21]([O:23][CH2:24][CH2:25][CH2:26][S:27]([CH3:30])(=[O:29])=[O:28])[CH:20]=[C:19]([CH3:31])[C:18]=1[C:32]1[CH:37]=[CH:36][CH:35]=[C:34]([CH2:38]O)[CH:33]=1.C(P(CCCC)CCCC)CCC.N(C(N1CCCCC1)=O)=NC(N1CCCCC1)=O. (5) Given the product [CH3:37][N:1]1[C:6]2([CH2:7][CH2:8][N:9]([C:12]([C:14]3[CH:15]=[CH:16][C:17]([C:20]4[CH:21]=[CH:22][C:23]5[N:24]([C:26]([C:29]6[CH:30]=[CH:31][C:32]([C:33]#[N:34])=[CH:35][CH:36]=6)=[CH:27][N:28]=5)[CH:25]=4)=[CH:18][CH:19]=3)=[O:13])[CH2:10][CH2:11]2)[CH2:5][CH2:4][CH2:3][CH2:2]1, predict the reactants needed to synthesize it. The reactants are: [NH:1]1[C:6]2([CH2:11][CH2:10][N:9]([C:12]([C:14]3[CH:19]=[CH:18][C:17]([C:20]4[CH:21]=[CH:22][C:23]5[N:24]([C:26]([C:29]6[CH:36]=[CH:35][C:32]([C:33]#[N:34])=[CH:31][CH:30]=6)=[CH:27][N:28]=5)[CH:25]=4)=[CH:16][CH:15]=3)=[O:13])[CH2:8][CH2:7]2)[CH2:5][CH2:4][CH2:3][CH2:2]1.[CH2:37]=O.[BH4-].[Na+]. (6) Given the product [C:1]([O:5][C:6](=[O:20])[CH2:7][O:8][C:9]1[CH:14]=[CH:13][C:12]([S:15][CH2:16][C:17]#[C:18][C:22]2[CH:27]=[CH:26][C:25]([C:28]([F:31])([F:30])[F:29])=[CH:24][CH:23]=2)=[CH:11][C:10]=1[CH3:19])([CH3:4])([CH3:3])[CH3:2], predict the reactants needed to synthesize it. The reactants are: [C:1]([O:5][C:6](=[O:20])[CH2:7][O:8][C:9]1[CH:14]=[CH:13][C:12]([S:15][CH2:16][C:17]#[CH:18])=[CH:11][C:10]=1[CH3:19])([CH3:4])([CH3:3])[CH3:2].I[C:22]1[CH:27]=[CH:26][C:25]([C:28]([F:31])([F:30])[F:29])=[CH:24][CH:23]=1.CCN(CC)CC.Cl. (7) The reactants are: [F:1][C:2]([F:45])([F:44])[C:3]1[CH:4]=[C:5]([C:13]([CH3:43])([CH3:42])[C:14]([N:16]([CH3:41])[C:17]2[C:18]([C:33]3[CH:38]=[CH:37][C:36]([F:39])=[CH:35][C:34]=3[CH3:40])=[CH:19][C:20]([C@@H:23]3[NH:27][C@@:26]([CH3:32])([C:28](OC)=[O:29])[CH2:25][CH2:24]3)=[N:21][CH:22]=2)=[O:15])[CH:6]=[C:7]([C:9]([F:12])([F:11])[F:10])[CH:8]=1.CO.[NH3:48]. Given the product [F:11][C:9]([F:12])([F:10])[C:7]1[CH:6]=[C:5]([C:13]([CH3:43])([CH3:42])[C:14]([N:16]([CH3:41])[C:17]2[C:18]([C:33]3[CH:38]=[CH:37][C:36]([F:39])=[CH:35][C:34]=3[CH3:40])=[CH:19][C:20]([C@@H:23]3[NH:27][C@@:26]([CH3:32])([C:28]([NH2:48])=[O:29])[CH2:25][CH2:24]3)=[N:21][CH:22]=2)=[O:15])[CH:4]=[C:3]([C:2]([F:44])([F:45])[F:1])[CH:8]=1, predict the reactants needed to synthesize it. (8) Given the product [N:33]([CH2:21][C@@H:20]([C:12]1[CH:11]=[CH:10][C:9]([O:8][CH2:1][C:2]2[CH:7]=[CH:6][CH:5]=[CH:4][CH:3]=2)=[C:18]2[C:13]=1[CH:14]=[CH:15][C:16](=[O:19])[NH:17]2)[O:23][Si:24]([C:27]([CH3:30])([CH3:29])[CH3:28])([CH3:26])[CH3:25])=[N+:34]=[N-:35], predict the reactants needed to synthesize it. The reactants are: [CH2:1]([O:8][C:9]1[CH:10]=[CH:11][C:12]([C@@H:20]([O:23][Si:24]([C:27]([CH3:30])([CH3:29])[CH3:28])([CH3:26])[CH3:25])[CH2:21]Br)=[C:13]2[C:18]=1[NH:17][C:16](=[O:19])[CH:15]=[CH:14]2)[C:2]1[CH:7]=[CH:6][CH:5]=[CH:4][CH:3]=1.[I-].[Na+].[N-:33]=[N+:34]=[N-:35].[Na+].